From a dataset of Full USPTO retrosynthesis dataset with 1.9M reactions from patents (1976-2016). Predict the reactants needed to synthesize the given product. (1) Given the product [C:9]([O:8][C:6]([NH:5][C@@H:4]([C:3]([OH:23])=[O:2])[CH2:13][C:14]1[CH:19]=[C:18]([F:20])[C:17]([F:21])=[CH:16][C:15]=1[F:22])=[O:7])([CH3:12])([CH3:10])[CH3:11], predict the reactants needed to synthesize it. The reactants are: C[O:2][C:3](=[O:23])[C@@H:4]([CH2:13][C:14]1[CH:19]=[C:18]([F:20])[C:17]([F:21])=[CH:16][C:15]=1[F:22])[NH:5][C:6]([O:8][C:9]([CH3:12])([CH3:11])[CH3:10])=[O:7].O1CCCC1.[OH-].[Li+].Cl. (2) Given the product [Cl:27][C:28]1[CH:33]=[C:32]([C:34]([F:36])([F:35])[F:37])[CH:31]=[CH:30][C:29]=1[S:38]([NH:20][C:4]1[CH:3]=[C:2]([Cl:1])[C:7]([S:8][C:9]2[CH:18]=[CH:17][C:16]3[C:11](=[CH:12][CH:13]=[CH:14][CH:15]=3)[CH:10]=2)=[C:6]([Cl:19])[CH:5]=1)(=[O:40])=[O:39], predict the reactants needed to synthesize it. The reactants are: [Cl:1][C:2]1[CH:3]=[C:4]([NH2:20])[CH:5]=[C:6]([Cl:19])[C:7]=1[S:8][C:9]1[CH:18]=[CH:17][C:16]2[C:11](=[CH:12][CH:13]=[CH:14][CH:15]=2)[CH:10]=1.N1C=CC=CC=1.[Cl:27][C:28]1[CH:33]=[C:32]([C:34]([F:37])([F:36])[F:35])[CH:31]=[CH:30][C:29]=1[S:38](Cl)(=[O:40])=[O:39]. (3) Given the product [NH2:23][C:24]1[S:28][C:27]([CH:29]2[CH2:32][CH2:31][CH2:30]2)=[N:26][C:25]=1[C:33]([NH:15][C:10]1[CH:11]=[N:12][N:13]([CH3:14])[C:9]=1[N:6]1[CH2:7][CH2:8][CH:3]([CH2:2][NH2:1])[CH2:4][CH2:5]1)=[O:34], predict the reactants needed to synthesize it. The reactants are: [NH2:1][CH2:2][CH:3]1[CH2:8][CH2:7][N:6]([C:9]2[N:13]([CH3:14])[N:12]=[CH:11][C:10]=2[NH2:15])[CH2:5][CH2:4]1.C(OC([NH:23][C:24]1[S:28][C:27]([CH:29]2[CH2:32][CH2:31][CH2:30]2)=[N:26][C:25]=1[C:33](O)=[O:34])=O)(C)(C)C. (4) Given the product [C:1]([C:3]1[CH:4]=[C:5]2[C:10](=[CH:11][CH:12]=1)[CH:9]=[C:8]([O:13][CH2:22][CH2:21][CH2:20][N:17]1[CH2:18][CH2:19][O:14][CH2:15][CH2:16]1)[CH:7]=[CH:6]2)#[CH:2], predict the reactants needed to synthesize it. The reactants are: [C:1]([C:3]1[CH:4]=[C:5]2[C:10](=[CH:11][CH:12]=1)[CH:9]=[C:8]([OH:13])[CH:7]=[CH:6]2)#[CH:2].[O:14]1[CH2:19][CH2:18][N:17]([CH2:20][CH2:21][CH2:22]O)[CH2:16][CH2:15]1.C1(P(C2C=CC=CC=2)C2C=CC=CC=2)C=CC=CC=1.N(/C(OC(C)(C)C)=O)=N\C(OC(C)(C)C)=O. (5) Given the product [F:1][C:2]1[CH:7]=[C:6]([F:8])[CH:5]=[CH:4][C:3]=1[C@@H:9]1[CH2:14][C@H:10]1[C:11]([OH:13])=[O:12], predict the reactants needed to synthesize it. The reactants are: [F:1][C:2]1[CH:7]=[C:6]([F:8])[CH:5]=[CH:4][C:3]=1/[CH:9]=[CH:10]/[C:11]([OH:13])=[O:12].[C:14]1(C)C=CC([C@@H]2C[C@H]2C(O)=O)=CC=1. (6) Given the product [CH2:9]([O:8][C:6](=[O:7])[C:5]([CH2:17][O:18][C:19](=[O:47])[CH2:20][C:21]1[CH:26]=[CH:25][C:24]([NH:27][C:28]([C:30]2[C:31]([C:36]3[CH:37]=[CH:38][C:39]([C:42]([F:44])([F:43])[F:45])=[CH:40][CH:41]=3)=[CH:32][CH:33]=[CH:34][CH:35]=2)=[O:29])=[C:23]([O:46][C:56](=[O:58])[CH3:57])[CH:22]=1)([C:11]1[CH:12]=[CH:13][CH:14]=[CH:15][CH:16]=1)[C:4]([O:3][CH2:1][CH3:2])=[O:48])[CH3:10], predict the reactants needed to synthesize it. The reactants are: [CH2:1]([O:3][C:4](=[O:48])[C:5]([CH2:17][O:18][C:19](=[O:47])[CH2:20][C:21]1[CH:26]=[CH:25][C:24]([NH:27][C:28]([C:30]2[C:31]([C:36]3[CH:41]=[CH:40][C:39]([C:42]([F:45])([F:44])[F:43])=[CH:38][CH:37]=3)=[CH:32][CH:33]=[CH:34][CH:35]=2)=[O:29])=[C:23]([OH:46])[CH:22]=1)([C:11]1[CH:16]=[CH:15][CH:14]=[CH:13][CH:12]=1)[C:6]([O:8][CH2:9][CH3:10])=[O:7])[CH3:2].C(N(CC)CC)C.[C:56](Cl)(=[O:58])[CH3:57].